This data is from Catalyst prediction with 721,799 reactions and 888 catalyst types from USPTO. The task is: Predict which catalyst facilitates the given reaction. (1) Reactant: [CH3:1][P:2](=[O:7])([O:5]C)[O:3][CH3:4].C([Li])C[CH2:10][CH3:11].[CH3:13]CCCCC.CO[C:21](=[O:42])[C:22]1[CH:27]=[CH:26][C:25]([O:28]COC)=[C:24]([CH2:32][C:33]2[CH:38]=[CH:37][C:36]([O:39][CH2:40][CH3:41])=[CH:35][CH:34]=2)[CH:23]=1. Product: [CH2:4]([O:3][P:2]([CH2:1][C:21]([C:22]1[CH:27]=[CH:26][C:25]([OH:28])=[C:24]([CH2:32][C:33]2[CH:34]=[CH:35][C:36]([O:39][CH2:40][CH3:41])=[CH:37][CH:38]=2)[CH:23]=1)=[O:42])(=[O:7])[O:5][CH2:10][CH3:11])[CH3:13]. The catalyst class is: 1. (2) Reactant: [Cl:1][C:2]1[CH:3]=[C:4]([CH:15]=[CH:16][CH:17]=1)[O:5][C:6]1[CH:7]=[C:8]2[C:12](=[CH:13][CH:14]=1)[NH:11][N:10]=[CH:9]2.[OH-].[K+].[I:20]I. Product: [Cl:1][C:2]1[CH:3]=[C:4]([CH:15]=[CH:16][CH:17]=1)[O:5][C:6]1[CH:7]=[C:8]2[C:12](=[CH:13][CH:14]=1)[NH:11][N:10]=[C:9]2[I:20]. The catalyst class is: 3. (3) The catalyst class is: 84. Reactant: [C:1]([C:5]1[CH:6]=[C:7]([NH2:13])[N:8]([CH2:10][CH2:11][CH3:12])[N:9]=1)([CH3:4])([CH3:3])[CH3:2].[OH-].[Na+].Cl[C:17]([O:19][CH2:20][C:21]([Cl:24])([Cl:23])[Cl:22])=[O:18]. Product: [Cl:22][C:21]([Cl:24])([Cl:23])[CH2:20][O:19][C:17](=[O:18])[NH:13][C:7]1[N:8]([CH2:10][CH2:11][CH3:12])[N:9]=[C:5]([C:1]([CH3:4])([CH3:2])[CH3:3])[CH:6]=1. (4) Product: [CH3:8][C:7]1[CH:6]=[CH:5][N:4]=[CH:3][C:2]=1[NH:1][C:9](=[O:11])[CH3:10]. The catalyst class is: 5. Reactant: [NH2:1][C:2]1[CH:3]=[N:4][CH:5]=[CH:6][C:7]=1[CH3:8].[C:9](OC(=O)C)(=[O:11])[CH3:10].N. (5) Reactant: [NH2:1][C:2]1[CH:7]=[CH:6][C:5]([NH:8][S:9]([CH3:12])(=[O:11])=[O:10])=[CH:4][CH:3]=1.[C:13]([O:17][CH2:18][CH3:19])(=[O:16])[CH:14]=O.C(O)(=O)C.ClC(Cl)C.C(O[BH-](OC(=O)C)OC(=O)C)(=O)C.[Na+]. Product: [CH2:18]([O:17][C:13](=[O:16])[CH2:14][NH:1][C:2]1[CH:7]=[CH:6][C:5]([NH:8][S:9]([CH3:12])(=[O:11])=[O:10])=[CH:4][CH:3]=1)[CH3:19]. The catalyst class is: 662. (6) Reactant: [F:1][CH:2]1[CH2:7][CH2:6][CH2:5][CH2:4][CH:3]1[C:8]1[C:9]2[S:28][C:27]([C:29]([O:31][CH3:32])=[O:30])=[CH:26][C:10]=2[N:11]([CH2:21][C:22](OC)=[O:23])[C:12]=1[C:13]1[CH:18]=[CH:17][CH:16]=[CH:15][C:14]=1[CH:19]=O.C[NH:34][CH2:35][CH2:36][NH:37][CH3:38].[BH3-][C:40]#N.[Na+].CCOC(C)=O. Product: [CH3:40][N:37]([CH3:38])[CH2:36][CH2:35][N:34]1[CH2:19][C:14]2[CH:15]=[CH:16][CH:17]=[CH:18][C:13]=2[C:12]2=[C:8]([C@H:3]3[CH2:4][CH2:5][CH2:6][CH2:7][C@@H:2]3[F:1])[C:9]3[S:28][C:27]([C:29]([O:31][CH3:32])=[O:30])=[CH:26][C:10]=3[N:11]2[CH2:21][C:22]1=[O:23]. The catalyst class is: 5. (7) Reactant: Br[C:2]1[CH:7]=[CH:6][C:5]([Br:8])=[CH:4][N:3]=1.[NH:9]1[CH2:14][CH2:13][CH:12]([CH2:15][CH2:16][NH:17][C:18](=[O:24])[O:19][C:20]([CH3:23])([CH3:22])[CH3:21])[CH2:11][CH2:10]1.C(=O)([O-])[O-].[K+].[K+].C(=O)([O-])O.[Na+]. Product: [Br:8][C:5]1[CH:6]=[CH:7][C:2]([N:9]2[CH2:14][CH2:13][CH:12]([CH2:15][CH2:16][NH:17][C:18](=[O:24])[O:19][C:20]([CH3:22])([CH3:21])[CH3:23])[CH2:11][CH2:10]2)=[N:3][CH:4]=1. The catalyst class is: 22.